Dataset: Reaction yield outcomes from USPTO patents with 853,638 reactions. Task: Predict the reaction yield, written as a fraction of the theoretical maximum amount of product (1.0 means a 100% yield; for example, 0.34 means a 34% yield). (1) The reactants are [Br:1]N1C(=O)CCC1=O.C1(P(C2C=CC=CC=2)C2C=CC=CC=2)C=CC=CC=1.[CH:28]1[C:37]2[C:32](=[CH:33][CH:34]=[CH:35][CH:36]=2)[CH:31]=[CH:30][C:29]=1[CH2:38][O:39][CH2:40][CH2:41]O. The catalyst is C(Cl)Cl.[Al]. The product is [Br:1][CH2:41][CH2:40][O:39][CH2:38][C:29]1[CH:30]=[CH:31][C:32]2[C:37](=[CH:36][CH:35]=[CH:34][CH:33]=2)[CH:28]=1. The yield is 0.430. (2) The product is [C:1]([O:5][C:6](=[O:22])[NH:7][C@H:8]([C:19](=[S:32])[NH2:20])[CH2:9][C:10]1[CH:15]=[CH:14][C:13]([N+:16]([O-:18])=[O:17])=[CH:12][CH:11]=1)([CH3:4])([CH3:3])[CH3:2]. The reactants are [C:1]([O:5][C:6](=[O:22])[NH:7][C@H:8]([C:19](=O)[NH2:20])[CH2:9][C:10]1[CH:15]=[CH:14][C:13]([N+:16]([O-:18])=[O:17])=[CH:12][CH:11]=1)([CH3:4])([CH3:3])[CH3:2].COC1C=CC(P2(SP(C3C=CC(OC)=CC=3)(=S)S2)=[S:32])=CC=1. The catalyst is C1COCC1. The yield is 0.830.